This data is from Peptide-MHC class I binding affinity with 185,985 pairs from IEDB/IMGT. The task is: Regression. Given a peptide amino acid sequence and an MHC pseudo amino acid sequence, predict their binding affinity value. This is MHC class I binding data. (1) The peptide sequence is TVNEKRRLQLI. The MHC is Patr-B0101 with pseudo-sequence Patr-B0101. The binding affinity (normalized) is 0.295. (2) The peptide sequence is THYSGNIVH. The MHC is HLA-B08:01 with pseudo-sequence HLA-B08:01. The binding affinity (normalized) is 0.0847. (3) The peptide sequence is QLLKILDNL. The MHC is HLA-A02:02 with pseudo-sequence HLA-A02:02. The binding affinity (normalized) is 0.498. (4) The peptide sequence is LIAILLLSVY. The MHC is Mamu-A01 with pseudo-sequence Mamu-A01. The binding affinity (normalized) is 0. (5) The peptide sequence is MAMGILHTI. The MHC is HLA-A68:23 with pseudo-sequence HLA-A68:23. The binding affinity (normalized) is 0.820. (6) The peptide sequence is SESRLVNQI. The MHC is Mamu-A11 with pseudo-sequence Mamu-A11. The binding affinity (normalized) is 0.886.